Dataset: Reaction yield outcomes from USPTO patents with 853,638 reactions. Task: Predict the reaction yield, written as a fraction of the theoretical maximum amount of product (1.0 means a 100% yield; for example, 0.34 means a 34% yield). (1) The reactants are [CH:1]([C:3]1[CH:11]=[C:7]([C:8]([OH:10])=[O:9])[C:6]([OH:12])=[CH:5][CH:4]=1)=[O:2].[CH2:13](Br)[C:14]1[CH:19]=[CH:18][CH:17]=[CH:16][CH:15]=1.C(=O)([O-])[O-].[K+].[K+]. The catalyst is C(C(C)=O)C. The product is [CH2:13]([O:9][C:8](=[O:10])[C:7]1[CH:11]=[C:3]([CH:1]=[O:2])[CH:4]=[CH:5][C:6]=1[O:12][CH2:1][C:3]1[CH:11]=[CH:7][CH:6]=[CH:5][CH:4]=1)[C:14]1[CH:19]=[CH:18][CH:17]=[CH:16][CH:15]=1. The yield is 0.575. (2) The reactants are [NH2:1][C:2]1[C:7]2[C:8]([C:11]3[CH:16]=[CH:15][C:14]([NH:17][C:18]([C:20]4[N:21]([CH3:29])[C:22]5[C:27]([CH:28]=4)=[CH:26][CH:25]=[CH:24][CH:23]=5)=[O:19])=[C:13]([O:30][CH3:31])[CH:12]=3)=[CH:9][S:10][C:6]=2[C:5]([C:32](O)=[O:33])=[CH:4][N:3]=1.[CH3:35][O:36][CH:37]([O:40][CH3:41])[CH2:38][NH2:39].CC[NH+](CC)CC.CC[NH+](CC)CC.C([O-])([O-])=O. The catalyst is C(O)(C)C. The product is [NH2:1][C:2]1[C:7]2[C:8]([C:11]3[CH:16]=[CH:15][C:14]([NH:17][C:18]([C:20]4[N:21]([CH3:29])[C:22]5[C:27]([CH:28]=4)=[CH:26][CH:25]=[CH:24][CH:23]=5)=[O:19])=[C:13]([O:30][CH3:31])[CH:12]=3)=[CH:9][S:10][C:6]=2[C:5]([C:32]([NH:39][CH2:38][CH:37]([O:40][CH3:41])[O:36][CH3:35])=[O:33])=[CH:4][N:3]=1. The yield is 0.710.